Task: Predict the reactants needed to synthesize the given product.. Dataset: Full USPTO retrosynthesis dataset with 1.9M reactions from patents (1976-2016) (1) Given the product [CH3:12][C:8]1[CH:7]=[CH:6][C:5]([N:13]2[CH2:18][CH2:17][N:16]([CH3:19])[CH2:15][CH2:14]2)=[C:4]2[C:9]=1[CH2:10][CH2:11][C@@H:2]([NH:1][C:32](=[O:33])[C:31]1[CH:35]=[CH:36][C:28]([Cl:27])=[CH:29][CH:30]=1)[CH2:3]2, predict the reactants needed to synthesize it. The reactants are: [NH2:1][C@@H:2]1[CH2:11][CH2:10][C:9]2[C:4](=[C:5]([N:13]3[CH2:18][CH2:17][N:16]([CH3:19])[CH2:15][CH2:14]3)[CH:6]=[CH:7][C:8]=2[CH3:12])[CH2:3]1.C(N(CC)CC)C.[Cl:27][C:28]1[CH:36]=[CH:35][C:31]([C:32](Cl)=[O:33])=[CH:30][CH:29]=1. (2) Given the product [CH2:1]([O:3][C:4]1[CH:9]=[CH:8][C:7]([C:10]2[CH2:16][C@H:15]3[N:12]([C:13](=[O:20])[C@@H:14]3[C@H:17]([OH:19])[CH3:18])[C:11]=2[C:21]([O-:23])=[O:22])=[CH:6][CH:5]=1)[CH3:2].[Na+:38], predict the reactants needed to synthesize it. The reactants are: [CH2:1]([O:3][C:4]1[CH:9]=[CH:8][C:7]([C:10]2[CH2:16][C@H:15]3[N:12]([C:13](=[O:20])[C@@H:14]3[C@H:17]([OH:19])[CH3:18])[C:11]=2[C:21]([O:23]CC2C=CC([N+]([O-])=O)=CC=2)=[O:22])=[CH:6][CH:5]=1)[CH3:2].C(=O)([O-])O.[Na+:38].O.[H][H]. (3) The reactants are: [CH2:1]([O:8][C:9]1[C:14]([N+:15]([O-:17])=[O:16])=[C:13](Cl)[CH:12]=[CH:11][N:10]=1)[C:2]1[CH:7]=[CH:6][CH:5]=[CH:4][CH:3]=1.[Cl:19][C:20]1[CH:25]=[C:24]([Cl:26])[CH:23]=[CH:22][C:21]=1B(O)O. Given the product [CH2:1]([O:8][C:9]1[C:14]([N+:15]([O-:17])=[O:16])=[C:13]([C:23]2[CH:22]=[CH:21][C:20]([Cl:19])=[CH:25][C:24]=2[Cl:26])[CH:12]=[CH:11][N:10]=1)[C:2]1[CH:7]=[CH:6][CH:5]=[CH:4][CH:3]=1, predict the reactants needed to synthesize it. (4) Given the product [CH3:1][O:2][C:3]1[CH:16]=[N:15][C:6]2[N:7]=[CH:8][C:9](=[O:14])[N:10]([CH2:11][CH:12]=[O:18])[C:5]=2[CH:4]=1, predict the reactants needed to synthesize it. The reactants are: [CH3:1][O:2][C:3]1[CH:16]=[N:15][C:6]2[N:7]=[CH:8][C:9](=[O:14])[N:10]([CH2:11][CH:12]=C)[C:5]=2[CH:4]=1.I([O-])(=O)(=O)=[O:18].[Na+]. (5) Given the product [NH2:2][C:1](=[S:23])[CH2:3][C:4]1[CH:5]=[C:6]([CH:12]=[CH:13][CH:14]=1)[C:7]([O:9][CH2:10][CH3:11])=[O:8], predict the reactants needed to synthesize it. The reactants are: [C:1]([CH2:3][C:4]1[CH:5]=[C:6]([CH:12]=[CH:13][CH:14]=1)[C:7]([O:9][CH2:10][CH3:11])=[O:8])#[N:2].C(OCC)(=O)C.Cl.P([S-])(OCC)(OCC)=[S:23]. (6) Given the product [CH:1]1([CH2:10][OH:11])[C:9]2[C:4](=[CH:5][CH:6]=[CH:7][CH:8]=2)[CH2:3][CH2:2]1, predict the reactants needed to synthesize it. The reactants are: [CH:1]1([C:10](O)=[O:11])[C:9]2[C:4](=[CH:5][CH:6]=[CH:7][CH:8]=2)[CH2:3][CH2:2]1.[H-].[Al+3].[Li+].[H-].[H-].[H-].O.C(OCC)(=O)C. (7) The reactants are: [C:1](Cl)(Cl)=[O:2].[NH2:5][C:6]1[CH:7]=[C:8]([C:12]#[C:13][C:14]2[C:15]([NH2:21])=[N:16][CH:17]=[N:18][C:19]=2[NH2:20])[CH:9]=[CH:10][CH:11]=1.C[CH2:23][O:24][C:25]([CH3:27])=O. Given the product [NH2:20][C:19]1[C:14]([C:13]#[C:12][C:8]2[CH:7]=[C:6]([NH:5][C:1]([NH:5][C:6]3[CH:11]=[CH:10][CH:27]=[C:25]([O:24][CH3:23])[CH:7]=3)=[O:2])[CH:11]=[CH:10][CH:9]=2)=[C:15]([NH2:21])[N:16]=[CH:17][N:18]=1, predict the reactants needed to synthesize it. (8) Given the product [F:40][C:19]1[CH:20]=[C:21]([N:24]([C:33]2[CH:38]=[CH:37][C:36]([F:39])=[CH:35][CH:34]=2)[C:25]([C:27]2([C:30]([NH2:32])=[O:31])[CH2:28][CH2:29]2)=[O:26])[CH:22]=[CH:23][C:18]=1[O:17][C:16]1[CH:15]=[CH:14][N:13]=[C:12]2[N:8]([CH2:7][C:6]3[CH:5]=[CH:4][C:3]([O:2][CH3:1])=[CH:45][CH:44]=3)[N:9]=[C:10]([CH2:41][CH2:42][N:64]3[CH2:65][CH2:66][N:61]([CH3:60])[CH2:62][CH2:63]3)[C:11]=12, predict the reactants needed to synthesize it. The reactants are: [CH3:1][O:2][C:3]1[CH:45]=[CH:44][C:6]([CH2:7][N:8]2[C:12]3=[N:13][CH:14]=[CH:15][C:16]([O:17][C:18]4[CH:23]=[CH:22][C:21]([N:24]([C:33]5[CH:38]=[CH:37][C:36]([F:39])=[CH:35][CH:34]=5)[C:25]([C:27]5([C:30]([NH2:32])=[O:31])[CH2:29][CH2:28]5)=[O:26])=[CH:20][C:19]=4[F:40])=[C:11]3[C:10]([CH2:41][CH2:42]O)=[N:9]2)=[CH:5][CH:4]=1.CCN(C(C)C)C(C)C.CS(Cl)(=O)=O.[CH3:60][N:61]1[CH2:66][CH2:65][NH:64][CH2:63][CH2:62]1.